Dataset: Catalyst prediction with 721,799 reactions and 888 catalyst types from USPTO. Task: Predict which catalyst facilitates the given reaction. (1) Reactant: [Cl-:1].[CH3:2][N+:3]1[CH:8]=[CH:7][C:6]([NH:9][C:10]2[CH:15]=[CH:14][C:13]([C:16]([NH:18][C:19]3[CH:24]=[CH:23][C:22]([N+:25]([O-])=O)=[CH:21][CH:20]=3)=[O:17])=[CH:12][CH:11]=2)=[CH:5][CH:4]=1.O. Product: [Cl-:1].[NH2:25][C:22]1[CH:23]=[CH:24][C:19]([NH:18][C:16]([C:13]2[CH:14]=[CH:15][C:10]([NH:9][C:6]3[CH:5]=[CH:4][N+:3]([CH3:2])=[CH:8][CH:7]=3)=[CH:11][CH:12]=2)=[O:17])=[CH:20][CH:21]=1. The catalyst class is: 447. (2) Reactant: [CH3:1][S:2][C:3]1[S:4][C:5]2[CH:11]=[CH:10][CH:9]=[CH:8][C:6]=2[N:7]=1.[CH3:12][O:13][S:14]([C:17]1[CH:22]=[CH:21][C:20]([CH3:23])=[CH:19][CH:18]=1)(=[O:16])=[O:15]. Product: [S:14]([C:17]1[CH:22]=[CH:21][C:20]([CH3:23])=[CH:19][CH:18]=1)([O-:16])(=[O:15])=[O:13].[CH3:12][N+:7]1[C:6]2[CH:8]=[CH:9][CH:10]=[CH:11][C:5]=2[S:4][C:3]=1[S:2][CH3:1]. The catalyst class is: 27.